Dataset: Reaction yield outcomes from USPTO patents with 853,638 reactions. Task: Predict the reaction yield, written as a fraction of the theoretical maximum amount of product (1.0 means a 100% yield; for example, 0.34 means a 34% yield). (1) The yield is 0.130. The reactants are Br[C:2]1[CH:3]=[C:4]([CH:19]=[C:20]([F:22])[CH:21]=1)[O:5][CH:6]1[CH2:11][CH2:10][N:9]([C:12]([O:14][C:15]([CH3:18])([CH3:17])[CH3:16])=[O:13])[CH2:8][CH2:7]1.C([Li])CCC.CCCCCC.CN(C)[CH:36]=[O:37]. The catalyst is C1COCC1. The product is [F:22][C:20]1[CH:19]=[C:4]([CH:3]=[C:2]([CH:36]=[O:37])[CH:21]=1)[O:5][CH:6]1[CH2:11][CH2:10][N:9]([C:12]([O:14][C:15]([CH3:18])([CH3:17])[CH3:16])=[O:13])[CH2:8][CH2:7]1. (2) The catalyst is [C-]#N.[Zn+2].[C-]#N.C1C=CC([P]([Pd]([P](C2C=CC=CC=2)(C2C=CC=CC=2)C2C=CC=CC=2)([P](C2C=CC=CC=2)(C2C=CC=CC=2)C2C=CC=CC=2)[P](C2C=CC=CC=2)(C2C=CC=CC=2)C2C=CC=CC=2)(C2C=CC=CC=2)C2C=CC=CC=2)=CC=1. The product is [Cl:1][C:2]1[N:7]=[CH:6][C:5]2[C:8]([C:15]#[N:16])=[N:9][N:10]([CH:11]([CH3:13])[CH3:12])[C:4]=2[CH:3]=1. The reactants are [Cl:1][C:2]1[N:7]=[CH:6][C:5]2[C:8](I)=[N:9][N:10]([CH:11]([CH3:13])[CH3:12])[C:4]=2[CH:3]=1.[CH3:15][N:16](C)C=O. The yield is 0.300.